From a dataset of Reaction yield outcomes from USPTO patents with 853,638 reactions. Predict the reaction yield, written as a fraction of the theoretical maximum amount of product (1.0 means a 100% yield; for example, 0.34 means a 34% yield). (1) The reactants are [NH2:1][C:2]1[N:7]=[CH:6][C:5]([C:8]2[CH:16]=[CH:15][C:11]([C:12]([OH:14])=[O:13])=[C:10]([F:17])[C:9]=2[F:18])=[CH:4][N:3]=1.Cl[CH:20]([C:30]1([C:33]2[CH:34]=[C:35]3[C:40](=[CH:41][CH:42]=2)[N:39]=[CH:38][CH:37]=[CH:36]3)[CH2:32][CH2:31]1)[CH:21](N1C(=O)CCC1=O)O. The catalyst is C(O)C. The product is [F:17][C:10]1[C:9]([F:18])=[C:8]([C:5]2[CH:6]=[N:7][C:2]3[N:3]([C:20]([C:30]4([C:33]5[CH:34]=[C:35]6[C:40](=[CH:41][CH:42]=5)[N:39]=[CH:38][CH:37]=[CH:36]6)[CH2:32][CH2:31]4)=[CH:21][N:1]=3)[CH:4]=2)[CH:16]=[CH:15][C:11]=1[C:12]([OH:14])=[O:13]. The yield is 0.400. (2) The reactants are Cl[C:2]1[CH:3]=[C:4]([NH:11][C:12]2[N:17]=[CH:16][C:15]([C:18]([N:20]3[CH2:25][CH2:24][O:23][CH2:22][CH2:21]3)=[O:19])=[CH:14][CH:13]=2)[C:5]2[N:6]([CH:8]=[CH:9][N:10]=2)[N:7]=1.[C:26]([C:30]1[CH:54]=[CH:53][C:33]([C:34]([NH:36][C:37]2[CH:42]=[CH:41][CH:40]=[C:39](B3OC(C)(C)C(C)(C)O3)[C:38]=2[CH3:52])=[O:35])=[CH:32][CH:31]=1)([CH3:29])([CH3:28])[CH3:27].C(=O)([O-])[O-].[K+].[K+].C1(C)C=CC=CC=1. The catalyst is C1C=CC([P]([Pd]([P](C2C=CC=CC=2)(C2C=CC=CC=2)C2C=CC=CC=2)([P](C2C=CC=CC=2)(C2C=CC=CC=2)C2C=CC=CC=2)[P](C2C=CC=CC=2)(C2C=CC=CC=2)C2C=CC=CC=2)(C2C=CC=CC=2)C2C=CC=CC=2)=CC=1.O.C(O)C. The product is [C:26]([C:30]1[CH:54]=[CH:53][C:33]([C:34]([NH:36][C:37]2[CH:42]=[CH:41][CH:40]=[C:39]([C:2]3[CH:3]=[C:4]([NH:11][C:12]4[CH:13]=[CH:14][C:15]([C:18]([N:20]5[CH2:25][CH2:24][O:23][CH2:22][CH2:21]5)=[O:19])=[CH:16][N:17]=4)[C:5]4[N:6]([CH:8]=[CH:9][N:10]=4)[N:7]=3)[C:38]=2[CH3:52])=[O:35])=[CH:32][CH:31]=1)([CH3:29])([CH3:27])[CH3:28]. The yield is 0.100. (3) The reactants are Br[C:2]1[CH:24]=[CH:23][C:5]2[C:6]3[N:7]([CH:11]=[C:12]([C:14]4[N:18]([CH:19]([CH3:21])[CH3:20])[N:17]=[C:16]([CH3:22])[N:15]=4)[N:13]=3)[CH2:8][CH2:9][O:10][C:4]=2[CH:3]=1.C(=O)([O-])[O-].[Cs+].[Cs+].[CH2:31]1COC[CH2:32]1. The catalyst is O.[Cl-].[Na+].O.C1C=CC([P]([Pd]([P](C2C=CC=CC=2)(C2C=CC=CC=2)C2C=CC=CC=2)([P](C2C=CC=CC=2)(C2C=CC=CC=2)C2C=CC=CC=2)[P](C2C=CC=CC=2)(C2C=CC=CC=2)C2C=CC=CC=2)(C2C=CC=CC=2)C2C=CC=CC=2)=CC=1. The product is [CH:19]([N:18]1[C:14]([C:12]2[N:13]=[C:6]3[C:5]4[CH:23]=[CH:24][C:2]([CH:31]=[CH2:32])=[CH:3][C:4]=4[O:10][CH2:9][CH2:8][N:7]3[CH:11]=2)=[N:15][C:16]([CH3:22])=[N:17]1)([CH3:21])[CH3:20]. The yield is 0.890. (4) The reactants are [H-].[Na+].[O-:3][CH2:4][CH3:5].[Na+].[Cl:7][C:8]1[C:9]([C:40]([NH2:42])=[O:41])=[N:10][CH:11]=[CH:12][C:13]=1[O:14][C:15]1[CH:20]=[CH:19][C:18]([NH:21][C:22]([C:24]2[C:25](=[O:38])[N:26]([C:31]3[CH:36]=[CH:35][C:34]([F:37])=[CH:33][CH:32]=3)[CH:27]=[CH:28][C:29]=2I)=[O:23])=[CH:17][C:16]=1[F:39].ClC1C(C(N)=O)=NC=CC=1OC1C=CC(NC(C2C(=O)N(C3C=CC(F)=CC=3)C=CC=2Cl)=O)=CC=1F. The catalyst is C1COCC1.C(O)C. The product is [Cl:7][C:8]1[C:9]([C:40]([NH2:42])=[O:41])=[N:10][CH:11]=[CH:12][C:13]=1[O:14][C:15]1[CH:20]=[CH:19][C:18]([NH:21][C:22]([C:24]2[C:25](=[O:38])[N:26]([C:31]3[CH:36]=[CH:35][C:34]([F:37])=[CH:33][CH:32]=3)[CH:27]=[CH:28][C:29]=2[O:3][CH2:4][CH3:5])=[O:23])=[CH:17][C:16]=1[F:39]. The yield is 0.880. (5) The reactants are [CH3:1][C:2]([CH3:24])([CH3:23])[CH2:3][N:4]1[C:8]2=[N:9][C:10]([C:13]#[C:14][C:15]3[CH:20]=[CH:19][C:18]([F:21])=[CH:17][CH:16]=3)=[CH:11][CH:12]=[C:7]2[N:6]=[C:5]1[NH2:22].C. The catalyst is CO. The product is [CH3:1][C:2]([CH3:24])([CH3:23])[CH2:3][N:4]1[C:8]2=[N:9][C:10]([CH2:13][CH2:14][C:15]3[CH:16]=[CH:17][C:18]([F:21])=[CH:19][CH:20]=3)=[CH:11][CH:12]=[C:7]2[N:6]=[C:5]1[NH2:22]. The yield is 0.800.